The task is: Regression. Given two drug SMILES strings and cell line genomic features, predict the synergy score measuring deviation from expected non-interaction effect.. This data is from Merck oncology drug combination screen with 23,052 pairs across 39 cell lines. (1) Drug 1: CN(Cc1cnc2nc(N)nc(N)c2n1)c1ccc(C(=O)NC(CCC(=O)O)C(=O)O)cc1. Drug 2: COC1=C2CC(C)CC(OC)C(O)C(C)C=C(C)C(OC(N)=O)C(OC)C=CC=C(C)C(=O)NC(=CC1=O)C2=O. Cell line: MDAMB436. Synergy scores: synergy=-11.3. (2) Drug 1: O=P1(N(CCCl)CCCl)NCCCO1. Drug 2: Cn1cc(-c2cnn3c(N)c(Br)c(C4CCCNC4)nc23)cn1. Cell line: NCIH23. Synergy scores: synergy=-8.21.